From a dataset of Full USPTO retrosynthesis dataset with 1.9M reactions from patents (1976-2016). Predict the reactants needed to synthesize the given product. Given the product [CH2:7]([O:8][N:9]1[C:15](=[O:16])[N:14]2[CH2:17][C@H:10]1[CH2:11][CH2:12][C@H:13]2[C:18]([NH:21][C@H:22]1[CH2:28][CH2:27][CH2:26][N:25]([C:29]([O:31][C:32]([CH3:35])([CH3:34])[CH3:33])=[O:30])[CH2:24][CH2:23]1)=[O:20])[C:1]1[CH:2]=[CH:3][CH:4]=[CH:5][CH:6]=1, predict the reactants needed to synthesize it. The reactants are: [C:1]1([CH2:7][O:8][N:9]2[C:15](=[O:16])[N:14]3[CH2:17][C@H:10]2[CH2:11][CH2:12][C@H:13]3[C:18]([OH:20])=O)[CH:6]=[CH:5][CH:4]=[CH:3][CH:2]=1.[NH2:21][C@H:22]1[CH2:28][CH2:27][CH2:26][N:25]([C:29]([O:31][C:32]([CH3:35])([CH3:34])[CH3:33])=[O:30])[CH2:24][CH2:23]1.C(N(CC)CC)C.C1C=CC2N(O)N=NC=2C=1.C(Cl)CCl.